Dataset: Full USPTO retrosynthesis dataset with 1.9M reactions from patents (1976-2016). Task: Predict the reactants needed to synthesize the given product. Given the product [CH2:1]([O:3][C:4](=[O:22])[CH2:5][C:6]1[CH:7]=[CH:8][C:9]([N:12]2[C:13](=[O:21])[C:14]3[C:15](=[CH:16][CH:17]=[CH:18][CH:19]=3)[NH:20][C:24]2=[O:26])=[CH:10][CH:11]=1)[CH3:2], predict the reactants needed to synthesize it. The reactants are: [CH2:1]([O:3][C:4](=[O:22])[CH2:5][C:6]1[CH:11]=[CH:10][C:9]([NH:12][C:13](=[O:21])[C:14]2[CH:19]=[CH:18][CH:17]=[CH:16][C:15]=2[NH2:20])=[CH:8][CH:7]=1)[CH3:2].Cl[C:24](Cl)([O:26]C(=O)OC(Cl)(Cl)Cl)Cl.CCN(C(C)C)C(C)C.